This data is from Full USPTO retrosynthesis dataset with 1.9M reactions from patents (1976-2016). The task is: Predict the reactants needed to synthesize the given product. Given the product [C:12]([O:11][C:10](=[O:16])[NH:9][CH2:32][CH:31]([C:24]1[C:25]([C:26]#[N:27])=[C:28]([Cl:30])[CH:29]=[C:22]([C:19](=[O:21])[CH3:20])[C:23]=1[O:33][CH2:34][CH3:35])[OH:38])([CH3:15])([CH3:14])[CH3:13], predict the reactants needed to synthesize it. The reactants are: ClC1C=CC(C(O[NH:9][C:10](=[O:16])[O:11][C:12]([CH3:15])([CH3:14])[CH3:13])=O)=CC=1.[C:19]([C:22]1[CH:29]=[C:28]([Cl:30])[C:25]([C:26]#[N:27])=[C:24]([CH:31]=[CH2:32])[C:23]=1[O:33][CH2:34][CH3:35])(=[O:21])[CH3:20].C(=O)([O-:38])N.